Dataset: PAMPA (Parallel Artificial Membrane Permeability Assay) permeability data from NCATS. Task: Regression/Classification. Given a drug SMILES string, predict its absorption, distribution, metabolism, or excretion properties. Task type varies by dataset: regression for continuous measurements (e.g., permeability, clearance, half-life) or binary classification for categorical outcomes (e.g., BBB penetration, CYP inhibition). Dataset: pampa_ncats. (1) The molecule is C1CCN(CC1)C(=O)C2=C(N(C(=S)S2)C3=CC=CC=C3)N. The result is 1 (high permeability). (2) The compound is C1CC[C@H]([C@H](C1)N)NC2=NC=C(C(=N2)NC3=CC(=CC=C3)N4N=CC=N4)C(=O)N. The result is 1 (high permeability). (3) The drug is C1=CNC(=O)C(=C1)OC(=O)C2=CC(=CC(=C2)[N+](=O)[O-])[N+](=O)[O-]. The result is 1 (high permeability). (4) The compound is CC1=CC(=CC(=C1OCC2=C(C=CC(=C2)C3NC4=CC=CC=C4C(=O)N3CC5=CN=CC=C5)OC)C)NC(=O)C. The result is 1 (high permeability). (5) The molecule is CCN1CCN(CC1)C(=O)C2=NN3C=NN=C3C(=C2)C4=CC=C(C=C4)F. The result is 1 (high permeability). (6) The compound is CC1=NOC(=N1)[C@@H]2CN(C[C@H]2CO)C(=O)C3=NN(C4=CC=CC=C43)C. The result is 1 (high permeability). (7) The compound is C1CN(CCN1)C2=CC=C(C=C2)N[S+](=O)(C3=CC=C(C=C3)NCC4=C(C=C(C=C4)Br)O)[O-]. The result is 0 (low-to-moderate permeability). (8) The compound is CC1=CC(=NO1)NS(=O)(=O)C2=CC=C(C=C2)NC(=O)CC3=CC(=C(C=C3)Cl)F. The result is 1 (high permeability). (9) The result is 1 (high permeability). The drug is C1CN(CCC1C(=O)NC2=CC=CC=C2)C3=NC(=CS3)C4=CC=C(C=C4)Br. (10) The compound is C1COCCN1S(=O)(=O)C2=CN=C(S2)N. The result is 1 (high permeability).